Predict the reaction yield, written as a fraction of the theoretical maximum amount of product (1.0 means a 100% yield; for example, 0.34 means a 34% yield). From a dataset of Reaction yield outcomes from USPTO patents with 853,638 reactions. (1) The reactants are [NH:1]1[C:9]2[C:4](=[CH:5][C:6]([NH:10][C:11]3[C:12]4[N:19]=[C:18]([CH2:20][CH2:21][CH2:22][C:23]([O:25]CC)=[O:24])[S:17][C:13]=4[N:14]=[CH:15][N:16]=3)=[CH:7][CH:8]=2)[CH:3]=[N:2]1.CO.[OH-].[Li+].Cl. The catalyst is O1CCCC1. The product is [NH:1]1[C:9]2[C:4](=[CH:5][C:6]([NH:10][C:11]3[C:12]4[N:19]=[C:18]([CH2:20][CH2:21][CH2:22][C:23]([OH:25])=[O:24])[S:17][C:13]=4[N:14]=[CH:15][N:16]=3)=[CH:7][CH:8]=2)[CH:3]=[N:2]1. The yield is 0.980. (2) The reactants are [CH:1]([O:4][C:5]([N:7]1[CH2:12][CH2:11][CH:10]([O:13][C:14]2[C:19]([O:20][CH3:21])=[C:18](Cl)[N:17]=[CH:16][N:15]=2)[CH2:9][CH2:8]1)=[O:6])([CH3:3])[CH3:2].[CH3:23][C:24]1[C:29]([NH2:30])=[CH:28][CH:27]=[C:26]([S:31][CH2:32][CH2:33][CH3:34])[N:25]=1.C(N1CCN2CCN(CC(C)C)P1N(CC(C)C)CC2)C(C)C.CC([O-])(C)C.[Na+]. The catalyst is O1CCOCC1.C([O-])(=O)C.[Pd+2].C([O-])(=O)C. The product is [CH:1]([O:4][C:5]([N:7]1[CH2:12][CH2:11][CH:10]([O:13][C:14]2[C:19]([O:20][CH3:21])=[C:18]([NH:30][C:29]3[C:24]([CH3:23])=[N:25][C:26]([S:31][CH2:32][CH2:33][CH3:34])=[CH:27][CH:28]=3)[N:17]=[CH:16][N:15]=2)[CH2:9][CH2:8]1)=[O:6])([CH3:3])[CH3:2]. The yield is 0.360. (3) The reactants are [F:1][C:2]([F:7])([F:6])[C:3]([OH:5])=[O:4].[CH2:8]([S:10]([N:13]1[CH2:18][CH2:17][CH:16]([C:19]2[C:27]3[C:22](=[C:23]([C:36]([NH2:38])=[O:37])[CH:24]=[C:25]([C:28]4[S:29][CH:30]=[C:31]([CH2:33][NH:34][CH3:35])[CH:32]=4)[CH:26]=3)[NH:21][CH:20]=2)[CH2:15][CH2:14]1)(=[O:12])=[O:11])[CH3:9].[CH3:39]N. No catalyst specified. The product is [F:1][C:2]([F:7])([F:6])[C:3]([OH:5])=[O:4].[CH2:8]([S:10]([N:13]1[CH2:14][CH2:15][CH:16]([C:19]2[C:27]3[C:22](=[C:23]([C:36]([NH2:38])=[O:37])[CH:24]=[C:25]([C:28]4[S:29][CH:30]=[C:31]([CH2:33][NH:34][CH2:35][CH:2]([CH3:3])[CH3:39])[CH:32]=4)[CH:26]=3)[NH:21][CH:20]=2)[CH2:17][CH2:18]1)(=[O:11])=[O:12])[CH3:9]. The yield is 0.250. (4) The product is [C:1]([O:4][CH2:24][C:23](=[O:26])[CH2:22][C:20]1[C:19]2[CH:27]=[CH:28][CH:29]=[CH:30][C:18]=2[S:17][CH:21]=1)(=[O:3])[CH3:2]. No catalyst specified. The reactants are [C:1]([O:4]CC(=O)CC1C=CC(Cl)=C(Cl)C=1)(=[O:3])[CH3:2].[S:17]1[CH:21]=[C:20]([CH2:22][C:23](=[O:26])[CH2:24]Cl)[C:19]2[CH:27]=[CH:28][CH:29]=[CH:30][C:18]1=2.C(O)(=O)C.C(N(CC)CC)C. The yield is 0.510. (5) The reactants are [CH:1]1[CH:6]=[CH:5][C:4]([CH2:7][C@H:8]([NH2:12])[C:9]([OH:11])=[O:10])=[CH:3][CH:2]=1.[C:13](Cl)(=[O:15])[CH3:14]. The catalyst is [OH-].[Na+].C([O-])([O-])=O.[Na+].[Na+]. The product is [C:13]([NH:12][C@@H:8]([CH:7]([C:1]1[CH:6]=[CH:5][CH:4]=[CH:3][CH:2]=1)[C:4]1[CH:3]=[CH:2][CH:1]=[CH:6][CH:5]=1)[C:9]([OH:11])=[O:10])(=[O:15])[CH3:14]. The yield is 0.600. (6) The reactants are [Cl:1][C:2]1[C:3]([NH:23][C:24]2[C:33]([F:34])=[CH:32][CH:31]=[CH:30][C:25]=2[C:26]([NH:28][CH3:29])=[O:27])=[N:4][C:5]([NH:8][C:9]2[CH:10]=[CH:11][C:12]3[CH2:18][NH:17][CH2:16][C:15](=[O:19])[N:14]([CH2:20][CH3:21])[C:13]=3[CH:22]=2)=[N:6][CH:7]=1.C(=O)([O-])[O-].[K+].[K+].Br[CH2:42][CH2:43][OH:44]. The catalyst is C(O)C. The product is [Cl:1][C:2]1[C:3]([NH:23][C:24]2[C:33]([F:34])=[CH:32][CH:31]=[CH:30][C:25]=2[C:26]([NH:28][CH3:29])=[O:27])=[N:4][C:5]([NH:8][C:9]2[CH:10]=[CH:11][C:12]3[CH2:18][N:17]([CH2:42][CH2:43][OH:44])[CH2:16][C:15](=[O:19])[N:14]([CH2:20][CH3:21])[C:13]=3[CH:22]=2)=[N:6][CH:7]=1. The yield is 0.460. (7) The reactants are C([O-])=O.[NH4+].[OH:5][C:6]12[CH2:15][CH:10]3[CH2:11][CH:12]([CH2:14][CH:8]([C:9]3=O)[CH2:7]1)[CH2:13]2.C([N:19](CC)CC)C.[CH3:24][C:25]([O:28][C:29]([O:31]C(OC(C)(C)C)=O)=O)([CH3:27])[CH3:26]. The catalyst is CO.[Pd]. The product is [C:25]([O:28][C:29](=[O:31])[NH:19][CH:9]1[CH:8]2[CH2:14][CH:12]3[CH2:13][C:6]([OH:5])([CH2:15][CH:10]1[CH2:11]3)[CH2:7]2)([CH3:27])([CH3:26])[CH3:24]. The yield is 0.960. (8) The reactants are [I:1][C:2]1[C:6]2[CH:7]=[N:8][CH:9]=[CH:10][C:5]=2[N:4]([C:11]([CH3:17])([CH3:16])[C:12](OC)=[O:13])[CH:3]=1.[BH4-].[Na+]. The catalyst is CCO. The product is [I:1][C:2]1[C:6]2[CH:7]=[N:8][CH:9]=[CH:10][C:5]=2[N:4]([C:11]([CH3:17])([CH3:16])[CH2:12][OH:13])[CH:3]=1. The yield is 0.390. (9) The reactants are [CH3:1][Mg]Cl.[F:4][C:5]1[CH:10]=[CH:9][C:8]([CH:11]2[C:20](=[O:21])[C:19]3[C:14](=[CH:15][C:16]([O:22][CH:23]4[CH2:28][CH2:27][CH2:26][CH2:25][O:24]4)=[CH:17][CH:18]=3)[O:13][CH:12]2[C:29]2[CH:34]=[CH:33][C:32]([I:35])=[CH:31][CH:30]=2)=[CH:7][CH:6]=1.[NH4+].[Cl-]. The catalyst is C1COCC1. The product is [F:4][C:5]1[CH:10]=[CH:9][C:8]([CH:11]2[C:20]([CH3:1])([OH:21])[C:19]3[C:14](=[CH:15][C:16]([O:22][CH:23]4[CH2:28][CH2:27][CH2:26][CH2:25][O:24]4)=[CH:17][CH:18]=3)[O:13][CH:12]2[C:29]2[CH:30]=[CH:31][C:32]([I:35])=[CH:33][CH:34]=2)=[CH:7][CH:6]=1. The yield is 0.782. (10) The reactants are [CH2:1]([C:5]1[N:6]=[C:7]([CH3:27])[NH:8][C:9](=[O:26])[C:10]=1[CH2:11][C:12]1[CH:17]=[CH:16][C:15]([C:18]2[C:19]([C:24]#[N:25])=[CH:20][CH:21]=[CH:22][CH:23]=2)=[CH:14][CH:13]=1)[CH2:2][CH2:3][CH3:4].[H-].[Na+].CN(C)C=O.Cl[CH2:36][C:37]1[CH:42]=[CH:41][C:40]([O:43][CH3:44])=[CH:39][CH:38]=1. The catalyst is C(OCC)(=O)C. The product is [CH2:1]([C:5]1[N:6]=[C:7]([CH3:27])[N:8]([CH2:36][C:37]2[CH:42]=[CH:41][C:40]([O:43][CH3:44])=[CH:39][CH:38]=2)[C:9](=[O:26])[C:10]=1[CH2:11][C:12]1[CH:17]=[CH:16][C:15]([C:18]2[C:19]([C:24]#[N:25])=[CH:20][CH:21]=[CH:22][CH:23]=2)=[CH:14][CH:13]=1)[CH2:2][CH2:3][CH3:4]. The yield is 0.620.